This data is from Full USPTO retrosynthesis dataset with 1.9M reactions from patents (1976-2016). The task is: Predict the reactants needed to synthesize the given product. Given the product [C:1]([O:5][C:6]([N:8]1[CH2:13][CH2:12][N:11]([CH2:19][CH:14]2[CH2:18][CH2:17][CH2:16][CH2:15]2)[CH2:10][CH2:9]1)=[O:7])([CH3:4])([CH3:2])[CH3:3], predict the reactants needed to synthesize it. The reactants are: [C:1]([O:5][C:6]([N:8]1[CH2:13][CH2:12][NH:11][CH2:10][CH2:9]1)=[O:7])([CH3:4])([CH3:3])[CH3:2].[CH:14]1([CH2:19]OS(C2C=CC(C)=CC=2)(=O)=O)[CH2:18][CH2:17][CH2:16][CH2:15]1.